From a dataset of Forward reaction prediction with 1.9M reactions from USPTO patents (1976-2016). Predict the product of the given reaction. (1) Given the reactants [OH-].[K+].[N:3]1[CH:8]=[CH:7][CH:6]=[CH:5][C:4]=1[N:9]1[C:13]2=[N:14][CH:15]=[CH:16][CH:17]=[C:12]2[C:11]([C:18]([O:20]C)=[O:19])=[CH:10]1, predict the reaction product. The product is: [N:3]1[CH:8]=[CH:7][CH:6]=[CH:5][C:4]=1[N:9]1[C:13]2=[N:14][CH:15]=[CH:16][CH:17]=[C:12]2[C:11]([C:18]([OH:20])=[O:19])=[CH:10]1. (2) Given the reactants [CH3:1][C:2]1[CH:3]=[CH:4][C:5]([N:20]2[N:24]=[CH:23][CH:22]=[N:21]2)=[C:6]([CH:19]=1)[C:7]([N:9]1[CH2:13][CH2:12][O:11][CH:10]1[C:14](OCC)=[O:15])=[O:8].[BH4-].[Na+], predict the reaction product. The product is: [OH:15][CH2:14][CH:10]1[N:9]([C:7]([C:6]2[CH:19]=[C:2]([CH3:1])[CH:3]=[CH:4][C:5]=2[N:20]2[N:24]=[CH:23][CH:22]=[N:21]2)=[O:8])[CH2:13][CH2:12][O:11]1. (3) Given the reactants [NH2:1][C:2]1[C:6]2[CH:7]=[C:8](Br)[CH:9]=[CH:10][C:5]=2[O:4][C:3]=1[C:12]([NH2:14])=[O:13].BrC1C=C[C:19]2OC(C(N)=O)=C(NC(N)=O)[C:20]=2[CH:31]=1.ClC1C=CC=CC=1C=O.[Cl:41][C:42]1[CH:49]=[CH:48][CH:47]=[C:46]([F:50])[C:43]=1[CH:44]=O, predict the reaction product. The product is: [Cl:41][C:42]1[CH:49]=[CH:48][CH:47]=[C:46]([F:50])[C:43]=1[C:44]1[NH:14][C:12](=[O:13])[C:3]2[O:4][C:5]3[CH:10]=[CH:9][C:8]([CH:31]4[CH2:20][CH2:19]4)=[CH:7][C:6]=3[C:2]=2[N:1]=1. (4) Given the reactants C(OC(=O)[NH:7][CH:8]([CH2:28][C:29]1[CH:34]=[CH:33][C:32]([Cl:35])=[CH:31][CH:30]=1)[C:9]([N:11]1[CH2:16][CH2:15][N:14]([C:17]2[C:18]3[S:25][C:24]([C:26]#[N:27])=[CH:23][C:19]=3[N:20]=[CH:21][N:22]=2)[CH2:13][CH2:12]1)=[O:10])(C)(C)C.[ClH:37], predict the reaction product. The product is: [ClH:35].[ClH:37].[NH2:7][CH:8]([CH2:28][C:29]1[CH:30]=[CH:31][C:32]([Cl:35])=[CH:33][CH:34]=1)[C:9]([N:11]1[CH2:12][CH2:13][N:14]([C:17]2[C:18]3[S:25][C:24]([C:26]#[N:27])=[CH:23][C:19]=3[N:20]=[CH:21][N:22]=2)[CH2:15][CH2:16]1)=[O:10]. (5) Given the reactants [C:1]1([CH:7]([C:11]2[CH:16]=[CH:15][CH:14]=[CH:13][CH:12]=2)[CH2:8][CH2:9][OH:10])[CH:6]=[CH:5][CH:4]=[CH:3][CH:2]=1.[CH3:17][S:18](Cl)(=[O:20])=[O:19].C(N(CC)CC)C, predict the reaction product. The product is: [CH3:17][S:18]([O:10][CH2:9][CH2:8][CH:7]([C:1]1[CH:2]=[CH:3][CH:4]=[CH:5][CH:6]=1)[C:11]1[CH:12]=[CH:13][CH:14]=[CH:15][CH:16]=1)(=[O:20])=[O:19]. (6) Given the reactants C(O[C:4]([C:6]1([CH2:12][CH2:13]OC)[CH2:11][CH2:10][NH:9][CH2:8][CH2:7]1)=[O:5])C.[F:16][C:17]1[CH:22]=[CH:21][C:20]([S:23](Cl)(=[O:25])=[O:24])=[C:19]([C:27]([F:30])([F:29])[F:28])[CH:18]=1.[CH:31]1([C:34]2[CH:40]=[CH:39][C:37]([NH2:38])=[CH:36][CH:35]=2)[CH2:33][CH2:32]1, predict the reaction product. The product is: [CH:31]1([C:34]2[CH:40]=[CH:39][C:37]([N:38]3[CH2:13][CH2:12][C:6]4([CH2:7][CH2:8][N:9]([S:23]([C:20]5[CH:21]=[CH:22][C:17]([F:16])=[CH:18][C:19]=5[C:27]([F:30])([F:29])[F:28])(=[O:25])=[O:24])[CH2:10][CH2:11]4)[C:4]3=[O:5])=[CH:36][CH:35]=2)[CH2:33][CH2:32]1.